This data is from Reaction yield outcomes from USPTO patents with 853,638 reactions. The task is: Predict the reaction yield, written as a fraction of the theoretical maximum amount of product (1.0 means a 100% yield; for example, 0.34 means a 34% yield). (1) The reactants are [CH3:1][Mg]Br.[CH:4]([C:6]1[C:14]2[O:13][CH2:12][CH:11]([C:15]3[CH:20]=[CH:19][C:18]([CH:21]([CH3:23])[CH3:22])=[CH:17][CH:16]=3)[C:10]=2[C:9]([CH3:24])=[C:8]([NH:25][C:26](=[O:32])[CH2:27][C:28]([CH3:31])([CH3:30])[CH3:29])[C:7]=1[CH3:33])=[O:5]. The catalyst is O. The product is [OH:5][CH:4]([C:6]1[C:14]2[O:13][CH2:12][CH:11]([C:15]3[CH:20]=[CH:19][C:18]([CH:21]([CH3:23])[CH3:22])=[CH:17][CH:16]=3)[C:10]=2[C:9]([CH3:24])=[C:8]([NH:25][C:26](=[O:32])[CH2:27][C:28]([CH3:31])([CH3:30])[CH3:29])[C:7]=1[CH3:33])[CH3:1]. The yield is 0.190. (2) The reactants are [C:1]1([N:7]2[CH:11]=[CH:10][CH:9]=[N:8]2)[CH:6]=[CH:5][CH:4]=[CH:3][CH:2]=1.[Br:12]Br.O.C([O-])(O)=O.[Na+]. The catalyst is C(O)(=O)C. The product is [Br:12][C:10]1[CH:9]=[N:8][N:7]([C:1]2[CH:2]=[CH:3][CH:4]=[CH:5][CH:6]=2)[CH:11]=1. The yield is 0.970. (3) The reactants are C1(C)C=CC(S(N2CCCC2C(NC(C)C(O)=O)=O)(=O)=O)=CC=1.[CH3:24][S:25]([NH:28][C:29]1[CH:34]=[CH:33][C:32]([CH2:35][CH:36]([NH:40][C:41]([CH:43]2[CH2:47][CH2:46][CH2:45][N:44]2[S:48]([C:51]2[CH:56]=[CH:55][C:54]([CH3:57])=[CH:53][CH:52]=2)(=[O:50])=[O:49])=[O:42])[C:37]([OH:39])=[O:38])=[CH:31][CH:30]=1)(=[O:27])=[O:26]. The product is [C:54]1([CH3:57])[CH:55]=[CH:56][C:51]([S:48]([N:44]2[CH2:45][CH2:46][CH2:47][C@H:43]2[C:41]([NH:40][C@H:36]([C:37]([OH:39])=[O:38])[CH2:35][C:32]2[CH:33]=[CH:34][C:29]([NH:28][S:25]([CH3:24])(=[O:26])=[O:27])=[CH:30][CH:31]=2)=[O:42])(=[O:49])=[O:50])=[CH:52][CH:53]=1. The yield is 0.870. The catalyst is O. (4) The reactants are [NH2:1][C:2]1[C:3]([O:13][CH3:14])=[CH:4][C:5]([Cl:12])=[C:6]([CH:11]=1)[C:7]([O:9]C)=[O:8].[OH-].[K+:16].O. The catalyst is C(O)C. The product is [NH2:1][C:2]1[C:3]([O:13][CH3:14])=[CH:4][C:5]([Cl:12])=[C:6]([CH:11]=1)[C:7]([O-:9])=[O:8].[K+:16]. The yield is 1.00. (5) The reactants are [C:1]([O:5][C:6](=[O:18])[N:7]([CH2:9][C:10]1[CH:15]=[C:14]([Br:16])[CH:13]=[CH:12][C:11]=1[OH:17])[CH3:8])([CH3:4])([CH3:3])[CH3:2].Br[C:20]1[CH:25]=[CH:24][CH:23]=[CH:22][N:21]=1.C([O-])([O-])=O.[Cs+].[Cs+].C(=NO)C1C(=CC=CC=1)O. The catalyst is C(Cl)Cl.CN(C=O)C. The product is [C:1]([O:5][C:6](=[O:18])[N:7]([CH2:9][C:10]1[CH:15]=[C:14]([Br:16])[CH:13]=[CH:12][C:11]=1[O:17][C:20]1[CH:25]=[CH:24][CH:23]=[CH:22][N:21]=1)[CH3:8])([CH3:4])([CH3:2])[CH3:3]. The yield is 0.670. (6) The reactants are B.CSC.[F:5][C:6]([F:18])([F:17])[C:7]([C:13]([F:16])([F:15])[F:14])([OH:12])[CH2:8][C:9]([CH3:11])=[CH2:10].[OH-:19].[Na+]. The catalyst is C1COCC1. The product is [F:5][C:6]([F:17])([F:18])[C:7]([C:13]([F:14])([F:15])[F:16])([OH:12])[CH2:8][CH:9]([CH3:11])[CH2:10][OH:19]. The yield is 0.850. (7) The reactants are FC(F)(F)S(O[C:7]1[C:8]([C:18](=[O:20])[CH3:19])=[CH:9][C:10]([Cl:17])=[C:11]2[C:16]=1[N:15]=[CH:14][CH:13]=[CH:12]2)(=O)=O.[CH:23]1([N:29]2[CH2:34][CH2:33][NH:32][CH2:31][CH2:30]2)[CH2:28][CH2:27][CH2:26][CH2:25][CH2:24]1.C(=O)([O-])[O-].[Cs+].[Cs+]. The catalyst is O1CCCC1.ClCCl.C([O-])(=O)C.[Pd+2].C([O-])(=O)C.C1C=CC(P(C2C=CC3C(=CC=CC=3)C=2C2C3C(=CC=CC=3)C=CC=2P(C2C=CC=CC=2)C2C=CC=CC=2)C2C=CC=CC=2)=CC=1. The product is [Cl:17][C:10]1[CH:9]=[C:8]([C:18](=[O:20])[CH3:19])[C:7]([N:32]2[CH2:33][CH2:34][N:29]([CH:23]3[CH2:28][CH2:27][CH2:26][CH2:25][CH2:24]3)[CH2:30][CH2:31]2)=[C:16]2[C:11]=1[CH:12]=[CH:13][CH:14]=[N:15]2. The yield is 0.740. (8) The reactants are [CH3:1][C:2]1[N:7]=[C:6]([NH2:8])[CH:5]=[CH:4][N:3]=1.C[Al](C)C.C([O:15][C:16]([C:18]1[N:19]=[C:20]([CH3:35])[S:21][C:22]=1[N:23]([C:28]([O:30][CH2:31][CH:32]1[CH2:34][CH2:33]1)=[O:29])[CH2:24][CH:25]1[CH2:27][CH2:26]1)=O)C.S([O-])([O-])(=O)=O.[Na+].[Na+]. The catalyst is O1CCOCC1.O. The product is [CH:32]1([CH2:31][O:30][C:28](=[O:29])[N:23]([CH2:24][CH:25]2[CH2:27][CH2:26]2)[C:22]2[S:21][C:20]([CH3:35])=[N:19][C:18]=2[C:16](=[O:15])[NH:8][C:6]2[CH:5]=[CH:4][N:3]=[C:2]([CH3:1])[N:7]=2)[CH2:33][CH2:34]1. The yield is 0.630.